Dataset: Forward reaction prediction with 1.9M reactions from USPTO patents (1976-2016). Task: Predict the product of the given reaction. (1) The product is: [Cl:34][C:35]1[CH:41]=[CH:40][C:38]([NH:39][C:28]([C@H:27]2[CH2:31][CH2:32][CH2:33][N:26]2[C:19]([O:21][C:22]([CH3:23])([CH3:24])[CH3:25])=[O:20])=[O:30])=[CH:37][CH:36]=1. Given the reactants C(OC1C=CC2C(=CC=CC=2)N1C(OCC)=O)C.[C:19]([N:26]1[CH2:33][CH2:32][CH2:31][C@@H:27]1[C:28]([OH:30])=O)([O:21][C:22]([CH3:25])([CH3:24])[CH3:23])=[O:20].[Cl:34][C:35]1[CH:41]=[CH:40][C:38]([NH2:39])=[CH:37][CH:36]=1, predict the reaction product. (2) Given the reactants [F:1][C:2]1[C:27]([F:28])=[CH:26][CH:25]=[CH:24][C:3]=1[CH2:4][S:5][C:6]1[N:11]=[C:10]([NH:12][S:13]([N:16]2[CH2:19][C:18](O)([CH3:20])[CH2:17]2)(=[O:15])=[O:14])[CH:9]=[C:8]([O:22][CH3:23])[N:7]=1.[CH:29]([N:32](C(C)C)CC)(C)C.CS(Cl)(=O)=O.CN, predict the reaction product. The product is: [F:1][C:2]1[C:27]([F:28])=[CH:26][CH:25]=[CH:24][C:3]=1[CH2:4][S:5][C:6]1[N:11]=[C:10]([NH:12][S:13]([N:16]2[CH2:19][C:18]([CH3:20])([NH:32][CH3:29])[CH2:17]2)(=[O:15])=[O:14])[CH:9]=[C:8]([O:22][CH3:23])[N:7]=1. (3) Given the reactants Br[C:2]1[CH:3]=[N:4][CH:5]=[C:6]2[C:11]=1[N:10]=[C:9]([C:12]([NH2:14])=[O:13])[CH:8]=[CH:7]2.[F:15][C:16]([F:27])([F:26])[C:17]1[CH:22]=[CH:21][C:20](B(O)O)=[CH:19][CH:18]=1.C(=O)([O-])[O-].[Cs+].[Cs+], predict the reaction product. The product is: [F:15][C:16]([F:27])([F:26])[C:17]1[CH:22]=[CH:21][C:20]([C:2]2[CH:3]=[N:4][CH:5]=[C:6]3[C:11]=2[N:10]=[C:9]([C:12]([NH2:14])=[O:13])[CH:8]=[CH:7]3)=[CH:19][CH:18]=1. (4) Given the reactants [C:1]([C:3]([C:6]1[CH:7]=[C:8]([CH:23]=[CH:24][CH:25]=1)[C:9]([NH:11][C:12]1[CH:17]=[C:16]([N+:18]([O-])=O)[C:15]([F:21])=[CH:14][C:13]=1[F:22])=[O:10])([CH3:5])[CH3:4])#[N:2].C(O)(=O)C.C(O)C.C(#N)C, predict the reaction product. The product is: [NH2:18][C:16]1[C:15]([F:21])=[CH:14][C:13]([F:22])=[C:12]([NH:11][C:9](=[O:10])[C:8]2[CH:23]=[CH:24][CH:25]=[C:6]([C:3]([C:1]#[N:2])([CH3:5])[CH3:4])[CH:7]=2)[CH:17]=1.